From a dataset of Forward reaction prediction with 1.9M reactions from USPTO patents (1976-2016). Predict the product of the given reaction. (1) Given the reactants [C:1]([NH:4][CH:5]([C:47](=[O:62])[NH:48][CH2:49][CH2:50][CH2:51][CH2:52][C:53](=[O:61])[O:54]CC[Si](C)(C)C)[CH2:6][C:7]1[CH:44]=[CH:43][C:10]([N:11]([C:34](=[O:42])[C:35]([O:37][C:38]([CH3:41])([CH3:40])[CH3:39])=[O:36])[C:12]2[CH:33]=[CH:32][CH:31]=[CH:30][C:13]=2[C:14]([O:16][CH:17]([C:24]2[CH:29]=[CH:28][CH:27]=[CH:26][CH:25]=2)[C:18]2[CH:23]=[CH:22][CH:21]=[CH:20][CH:19]=2)=[O:15])=[C:9]([CH2:45][CH3:46])[CH:8]=1)(=[O:3])[CH3:2].[F-].C([N+](CCCC)(CCCC)CCCC)CCC, predict the reaction product. The product is: [C:1]([NH:4][CH:5]([CH2:6][C:7]1[CH:44]=[CH:43][C:10]([N:11]([C:34](=[O:42])[C:35]([O:37][C:38]([CH3:40])([CH3:39])[CH3:41])=[O:36])[C:12]2[CH:33]=[CH:32][CH:31]=[CH:30][C:13]=2[C:14]([O:16][CH:17]([C:18]2[CH:19]=[CH:20][CH:21]=[CH:22][CH:23]=2)[C:24]2[CH:29]=[CH:28][CH:27]=[CH:26][CH:25]=2)=[O:15])=[C:9]([CH2:45][CH3:46])[CH:8]=1)[C:47]([NH:48][CH2:49][CH2:50][CH2:51][CH2:52][C:53]([OH:61])=[O:54])=[O:62])(=[O:3])[CH3:2]. (2) Given the reactants [N:1]([C:4]1[CH:9]=[C:8]([C:10]([O:12]C)=[O:11])[CH:7]=[CH:6][C:5]=1[C:14]([O:16]C)=O)=[C:2]=[S:3].[N:18]1[CH:23]=[CH:22][C:21]([NH2:24])=[N:20][CH:19]=1.[OH-].[Na+].Cl, predict the reaction product. The product is: [O:16]=[C:14]1[C:5]2[C:4](=[CH:9][C:8]([C:10]([OH:12])=[O:11])=[CH:7][CH:6]=2)[NH:1][C:2](=[S:3])[N:24]1[C:21]1[CH:22]=[CH:23][N:18]=[CH:19][N:20]=1. (3) Given the reactants [Cl:1][C:2]1[CH:7]=[CH:6][CH:5]=[C:4]([Cl:8])[C:3]=1[CH2:9][S:10]([C:13]1[CH:14]=[C:15]2[C:19](=[CH:20][CH:21]=1)[NH:18][C:17](=[O:22])[CH2:16]2)(=[O:12])=[O:11].[OH:23][CH2:24][CH2:25][NH:26][C:27]([C:29]1[C:33]([CH3:34])=[C:32]([CH:35]=O)[NH:31][C:30]=1[CH3:37])=[O:28].N1CCCCC1, predict the reaction product. The product is: [OH:23][CH2:24][CH2:25][NH:26][C:27]([C:29]1[C:33]([CH3:34])=[C:32](/[CH:35]=[C:16]2\[C:17](=[O:22])[NH:18][C:19]3[C:15]\2=[CH:14][C:13]([S:10]([CH2:9][C:3]2[C:2]([Cl:1])=[CH:7][CH:6]=[CH:5][C:4]=2[Cl:8])(=[O:12])=[O:11])=[CH:21][CH:20]=3)[NH:31][C:30]=1[CH3:37])=[O:28]. (4) Given the reactants OC1C2N=NNC=2C=CC=1.[F:11][C:12]1[CH:17]=[CH:16][C:15]([C:18]2[S:22][C:21]([CH3:23])=[N:20][C:19]=2[C:24]([OH:26])=O)=[CH:14][CH:13]=1.[CH2:27]1[C:29]2([CH2:34][CH2:33][NH:32][CH:31]([CH2:35][NH:36][C:37]3[CH:46]=[CH:45][C:44]([Cl:47])=[CH:43][C:38]=3[C:39]([O:41][CH3:42])=[O:40])[CH2:30]2)[CH2:28]1, predict the reaction product. The product is: [Cl:47][C:44]1[CH:45]=[CH:46][C:37]([NH:36][CH2:35][CH:31]2[N:32]([C:24]([C:19]3[N:20]=[C:21]([CH3:23])[S:22][C:18]=3[C:15]3[CH:14]=[CH:13][C:12]([F:11])=[CH:17][CH:16]=3)=[O:26])[CH2:33][CH2:34][C:29]3([CH2:27][CH2:28]3)[CH2:30]2)=[C:38]([CH:43]=1)[C:39]([O:41][CH3:42])=[O:40]. (5) Given the reactants [CH3:1][C:2]1([CH3:10])[CH2:7][CH2:6][CH2:5][C:4]([CH:8]=[O:9])=[CH:3]1.[CH3:11][C:12]([Mg]Br)=[CH:13][CH3:14], predict the reaction product. The product is: [CH3:1][C:2]1([CH3:10])[CH2:7][CH2:6][CH2:5][C:4]([CH:8]([OH:9])[C:12]([CH3:11])=[CH:13][CH3:14])=[CH:3]1.